The task is: Regression. Given a peptide amino acid sequence and an MHC pseudo amino acid sequence, predict their binding affinity value. This is MHC class I binding data.. This data is from Peptide-MHC class I binding affinity with 185,985 pairs from IEDB/IMGT. (1) The peptide sequence is NIDPEHLDY. The MHC is HLA-B08:02 with pseudo-sequence HLA-B08:02. The binding affinity (normalized) is 0.0847. (2) The binding affinity (normalized) is 0.491. The MHC is HLA-B44:03 with pseudo-sequence HLA-B44:03. The peptide sequence is TEVETYVLSI. (3) The peptide sequence is TEMYIMYAM. The MHC is HLA-A23:01 with pseudo-sequence HLA-A23:01. The binding affinity (normalized) is 0.213.